From a dataset of NCI-60 drug combinations with 297,098 pairs across 59 cell lines. Regression. Given two drug SMILES strings and cell line genomic features, predict the synergy score measuring deviation from expected non-interaction effect. (1) Drug 1: CC=C1C(=O)NC(C(=O)OC2CC(=O)NC(C(=O)NC(CSSCCC=C2)C(=O)N1)C(C)C)C(C)C. Drug 2: CC1=C(N=C(N=C1N)C(CC(=O)N)NCC(C(=O)N)N)C(=O)NC(C(C2=CN=CN2)OC3C(C(C(C(O3)CO)O)O)OC4C(C(C(C(O4)CO)O)OC(=O)N)O)C(=O)NC(C)C(C(C)C(=O)NC(C(C)O)C(=O)NCCC5=NC(=CS5)C6=NC(=CS6)C(=O)NCCC[S+](C)C)O. Cell line: SF-268. Synergy scores: CSS=35.2, Synergy_ZIP=-2.19, Synergy_Bliss=-0.118, Synergy_Loewe=-0.237, Synergy_HSA=1.65. (2) Drug 2: CC1C(C(CC(O1)OC2CC(CC3=C2C(=C4C(=C3O)C(=O)C5=CC=CC=C5C4=O)O)(C(=O)C)O)N)O. Cell line: SF-295. Drug 1: C1CCC(CC1)NC(=O)N(CCCl)N=O. Synergy scores: CSS=44.1, Synergy_ZIP=-0.972, Synergy_Bliss=-0.202, Synergy_Loewe=0.870, Synergy_HSA=2.17. (3) Drug 1: CC(C1=C(C=CC(=C1Cl)F)Cl)OC2=C(N=CC(=C2)C3=CN(N=C3)C4CCNCC4)N. Drug 2: C1=CC(=CC=C1CCC2=CNC3=C2C(=O)NC(=N3)N)C(=O)NC(CCC(=O)O)C(=O)O. Cell line: MALME-3M. Synergy scores: CSS=16.9, Synergy_ZIP=-3.44, Synergy_Bliss=3.67, Synergy_Loewe=3.42, Synergy_HSA=4.46. (4) Drug 1: CC1=CC=C(C=C1)C2=CC(=NN2C3=CC=C(C=C3)S(=O)(=O)N)C(F)(F)F. Drug 2: COCCOC1=C(C=C2C(=C1)C(=NC=N2)NC3=CC=CC(=C3)C#C)OCCOC.Cl. Cell line: CAKI-1. Synergy scores: CSS=5.41, Synergy_ZIP=-0.790, Synergy_Bliss=4.03, Synergy_Loewe=-2.67, Synergy_HSA=0.231. (5) Drug 1: CC1=C2C(C(=O)C3(C(CC4C(C3C(C(C2(C)C)(CC1OC(=O)C(C(C5=CC=CC=C5)NC(=O)OC(C)(C)C)O)O)OC(=O)C6=CC=CC=C6)(CO4)OC(=O)C)OC)C)OC. Drug 2: N.N.Cl[Pt+2]Cl. Cell line: HT29. Synergy scores: CSS=90.4, Synergy_ZIP=24.0, Synergy_Bliss=22.1, Synergy_Loewe=-16.0, Synergy_HSA=21.6. (6) Drug 1: C1=NC2=C(N=C(N=C2N1C3C(C(C(O3)CO)O)F)Cl)N. Drug 2: CC1CCCC2(C(O2)CC(NC(=O)CC(C(C(=O)C(C1O)C)(C)C)O)C(=CC3=CSC(=N3)C)C)C. Cell line: UO-31. Synergy scores: CSS=19.5, Synergy_ZIP=2.75, Synergy_Bliss=-0.269, Synergy_Loewe=-7.01, Synergy_HSA=-7.89. (7) Drug 1: CC(C1=C(C=CC(=C1Cl)F)Cl)OC2=C(N=CC(=C2)C3=CN(N=C3)C4CCNCC4)N. Drug 2: CC1CCCC2(C(O2)CC(NC(=O)CC(C(C(=O)C(C1O)C)(C)C)O)C(=CC3=CSC(=N3)C)C)C. Cell line: NCI-H460. Synergy scores: CSS=6.59, Synergy_ZIP=-0.240, Synergy_Bliss=1.57, Synergy_Loewe=-1.33, Synergy_HSA=-0.648. (8) Drug 1: C1=CC(=CC=C1CCC2=CNC3=C2C(=O)NC(=N3)N)C(=O)NC(CCC(=O)O)C(=O)O. Drug 2: C1=C(C(=O)NC(=O)N1)F. Cell line: SK-MEL-2. Synergy scores: CSS=27.8, Synergy_ZIP=-6.76, Synergy_Bliss=-9.42, Synergy_Loewe=-14.5, Synergy_HSA=-5.76.